Dataset: HIV replication inhibition screening data with 41,000+ compounds from the AIDS Antiviral Screen. Task: Binary Classification. Given a drug SMILES string, predict its activity (active/inactive) in a high-throughput screening assay against a specified biological target. (1) The compound is CC(=O)N(C(=O)CC(=O)NNCc1ccccc1Cl)c1ccc(Cl)cc1. The result is 0 (inactive). (2) The molecule is CCC(Cl)=NOC(=O)Nc1ccc(F)c(Cl)c1. The result is 0 (inactive). (3) The result is 0 (inactive). The molecule is Cc1cc2nnc(C(N)=O)c(N)c2cc1C. (4) The molecule is O=[N+]([O-])c1cc(S(=O)(=O)c2ccc(N(CCO)CCO)c([N+](=O)[O-])c2)ccc1N(CCO)CCO. The result is 0 (inactive). (5) The molecule is Cc1nc2c(=O)n(-c3ccccc3)c3ccccc3c2o1. The result is 0 (inactive). (6) The compound is COC(=O)CCC(NC(=O)C(C)NC(=O)COC1C(O)C(OC(=O)CCNc2c3ccccc3nc3cccc([N+](=O)[O-])c23)OC(OCc2ccccc2)C1NC(C)=O)C(N)=O. The result is 0 (inactive).